This data is from Peptide-MHC class I binding affinity with 185,985 pairs from IEDB/IMGT. The task is: Regression. Given a peptide amino acid sequence and an MHC pseudo amino acid sequence, predict their binding affinity value. This is MHC class I binding data. The MHC is HLA-A02:03 with pseudo-sequence HLA-A02:03. The peptide sequence is VLAALVCYIV. The binding affinity (normalized) is 0.774.